Task: Predict which catalyst facilitates the given reaction.. Dataset: Catalyst prediction with 721,799 reactions and 888 catalyst types from USPTO (1) Reactant: C(OC(=O)[NH:7][C@@H:8]([CH2:30][CH:31]([CH3:33])[CH3:32])[CH2:9][O:10][C:11]1[C:12]([Cl:29])=[CH:13][C:14]2[C:24]3[C:19](=[CH:20][N:21]=[CH:22][CH:23]=3)[CH:18]([C:25]([F:28])([F:27])[F:26])[O:17][C:15]=2[CH:16]=1)(C)(C)C.Cl.C(OCC)C. Product: [Cl:29][C:12]1[C:11]([O:10][CH2:9][C@@H:8]([NH2:7])[CH2:30][CH:31]([CH3:33])[CH3:32])=[CH:16][C:15]2[O:17][CH:18]([C:25]([F:27])([F:28])[F:26])[C:19]3[C:24]([C:14]=2[CH:13]=1)=[CH:23][CH:22]=[N:21][CH:20]=3. The catalyst class is: 2. (2) Reactant: [F:1][C:2]1[CH:7]=[CH:6][C:5]([CH2:8][C:9]2[CH:18]=[C:17]3[C:12]([C:13]([OH:29])=[C:14]([C:24]([O:26]CC)=O)[C:15](=[O:23])[N:16]3[CH2:19][CH2:20][CH2:21][OH:22])=[N:11][CH:10]=2)=[CH:4][CH:3]=1.[CH3:30][NH2:31]. Product: [F:1][C:2]1[CH:7]=[CH:6][C:5]([CH2:8][C:9]2[CH:18]=[C:17]3[C:12]([C:13]([OH:29])=[C:14]([C:24]([NH:31][CH3:30])=[O:26])[C:15](=[O:23])[N:16]3[CH2:19][CH2:20][CH2:21][OH:22])=[N:11][CH:10]=2)=[CH:4][CH:3]=1. The catalyst class is: 8. (3) Reactant: [NH:1]1[CH2:6][CH2:5][O:4][CH2:3][C:2]1=[O:7].[H-].[Na+].[H][H].F[C:13]1[CH:18]=[CH:17][C:16]([N+:19]([O-:21])=[O:20])=[CH:15][CH:14]=1. Product: [N:1]1([C:13]2[CH:18]=[CH:17][C:16]([N+:19]([O-:21])=[O:20])=[CH:15][CH:14]=2)[CH2:6][CH2:5][O:4][CH2:3][C:2]1=[O:7]. The catalyst class is: 60. (4) Reactant: [CH2:1]1[O:17][C:16]2[CH:15]=[CH:14][C:5]([CH:6]=[N:7][CH2:8][CH:9]([O:12][CH3:13])[O:10][CH3:11])=[CH:4][C:3]=2[O:2]1.[BH4-].[Na+]. Product: [CH2:1]1[O:17][C:16]2[CH:15]=[CH:14][C:5]([CH2:6][NH:7][CH2:8][CH:9]([O:12][CH3:13])[O:10][CH3:11])=[CH:4][C:3]=2[O:2]1. The catalyst class is: 5. (5) Reactant: [CH3:1][O:2][C:3]1[CH:10]=[CH:9][C:6]([CH2:7][OH:8])=[CH:5][CH:4]=1.C(N(CC)C(C)C)(C)C.[CH3:20][S:21](Cl)(=[O:23])=[O:22]. Product: [S:21]([O:8][CH2:7][C:6]1[CH:9]=[CH:10][C:3]([O:2][CH3:1])=[CH:4][CH:5]=1)(=[O:23])(=[O:22])[CH3:20]. The catalyst class is: 10. (6) Reactant: [F:1][C:2]1[CH:7]=[CH:6][C:5]([C:8]2[C:9]([C:29]3[CH:34]=[CH:33][C:32]([CH3:35])=[CH:31][CH:30]=3)=[C:10]3[C:15](=[C:16]([O:18]C)[CH:17]=2)[N:14]=[CH:13][N:12](COCC[Si](C)(C)C)[C:11]3=[O:28])=[CH:4][CH:3]=1.B(Br)(Br)Br. Product: [F:1][C:2]1[CH:3]=[CH:4][C:5]([C:8]2[C:9]([C:29]3[CH:34]=[CH:33][C:32]([CH3:35])=[CH:31][CH:30]=3)=[C:10]3[C:15](=[C:16]([OH:18])[CH:17]=2)[N:14]=[CH:13][NH:12][C:11]3=[O:28])=[CH:6][CH:7]=1. The catalyst class is: 4. (7) Reactant: [C:1]1([C:7]2[N:12]=[C:11]3[S:13][C:14]4[CH2:18][CH2:17][CH2:16][C:15]=4[C:10]3=[C:9]([C:19]3[CH:24]=[CH:23][C:22]([CH3:25])=[CH:21][CH:20]=3)[C:8]=2[CH2:26][C:27]([O:29][CH3:30])=[O:28])[CH:6]=[CH:5][CH:4]=[CH:3][CH:2]=1.[Li+].C[Si]([N-][Si](C)(C)C)(C)C.[CH2:41]1[CH2:45]OC[CH2:42]1.ICCC. Product: [C:1]1([C:7]2[N:12]=[C:11]3[S:13][C:14]4[CH2:18][CH2:17][CH2:16][C:15]=4[C:10]3=[C:9]([C:19]3[CH:20]=[CH:21][C:22]([CH3:25])=[CH:23][CH:24]=3)[C:8]=2[CH:26]([CH2:42][CH2:41][CH3:45])[C:27]([O:29][CH3:30])=[O:28])[CH:6]=[CH:5][CH:4]=[CH:3][CH:2]=1. The catalyst class is: 3.